From a dataset of Reaction yield outcomes from USPTO patents with 853,638 reactions. Predict the reaction yield, written as a fraction of the theoretical maximum amount of product (1.0 means a 100% yield; for example, 0.34 means a 34% yield). (1) The reactants are [CH3:1][O:2][C:3]1[CH:8]=[CH:7][CH:6]=[CH:5][C:4]=1[N:9]1[CH2:14][CH2:13][NH:12][CH2:11][CH2:10]1.ClC1C(Cl)=CC=CC=1N1CCN([CH2:29][CH:30]([OH:44])[CH2:31][CH2:32][N:33]2[C:41](=[O:42])[C:40]3[C:35](=[CH:36][CH:37]=[CH:38][CH:39]=3)[C:34]2=[O:43])CC1. No catalyst specified. The product is [CH3:1][O:2][C:3]1[CH:8]=[CH:7][CH:6]=[CH:5][C:4]=1[N:9]1[CH2:14][CH2:13][N:12]([CH2:29][CH:30]([OH:44])[CH2:31][CH2:32][N:33]2[C:41](=[O:42])[C:40]3[C:35](=[CH:36][CH:37]=[CH:38][CH:39]=3)[C:34]2=[O:43])[CH2:11][CH2:10]1. The yield is 0.280. (2) The reactants are [NH2:1][C:2]1[NH:3][C:4]([CH2:7][OH:8])=[N:5][N:6]=1.[C:9](O[C:9]([O:11][C:12]([CH3:15])([CH3:14])[CH3:13])=[O:10])([O:11][C:12]([CH3:15])([CH3:14])[CH3:13])=[O:10]. The catalyst is CC(O)(C)C. The product is [OH:8][CH2:7][C:4]1[NH:3][C:2]([NH:1][C:9](=[O:10])[O:11][C:12]([CH3:15])([CH3:14])[CH3:13])=[N:6][N:5]=1. The yield is 0.220.